Predict the reactants needed to synthesize the given product. From a dataset of Full USPTO retrosynthesis dataset with 1.9M reactions from patents (1976-2016). (1) Given the product [Si:15]([O:22][C@@H:23]([CH2:27][CH2:28][CH2:29][CH2:30][CH2:31][CH3:32])[C@H:24]([N:38]1[CH:37]=[N:36][C:35]2[C:39]1=[N:40][CH:41]=[N:42][C:34]=2[Cl:33])[CH3:25])([C:18]([CH3:21])([CH3:20])[CH3:19])([CH3:17])[CH3:16], predict the reactants needed to synthesize it. The reactants are: N(C(OC(C)C)=O)=NC(OC(C)C)=O.[Si:15]([O:22][C@@H:23]([CH2:27][CH2:28][CH2:29][CH2:30][CH2:31][CH3:32])[C@@H:24](O)[CH3:25])([C:18]([CH3:21])([CH3:20])[CH3:19])([CH3:17])[CH3:16].[Cl:33][C:34]1[N:42]=[CH:41][N:40]=[C:39]2[C:35]=1[N:36]=[CH:37][NH:38]2.C1(P(C2C=CC=CC=2)C2C=CC=CC=2)C=CC=CC=1. (2) Given the product [CH3:1][C:2]1[CH:7]=[CH:6][C:5]([N+:8]([O-:10])=[O:9])=[CH:4][C:3]=1[S:11]([N:16]([CH3:17])[CH3:15])(=[O:13])=[O:12], predict the reactants needed to synthesize it. The reactants are: [CH3:1][C:2]1[CH:7]=[CH:6][C:5]([N+:8]([O-:10])=[O:9])=[CH:4][C:3]=1[S:11](Cl)(=[O:13])=[O:12].[CH3:15][NH:16][CH3:17]. (3) Given the product [CH3:7][C:8]1[N:13]([CH3:14])[C:12](=[O:15])[C:11]([O:16][CH2:17][C:18]2[CH:23]=[CH:22][CH:21]=[CH:20][CH:19]=2)=[C:10]([C:24]([OH:28])=[O:25])[N:9]=1, predict the reactants needed to synthesize it. The reactants are: N1C=CC=NC=1.[CH3:7][C:8]1[N:13]([CH3:14])[C:12](=[O:15])[C:11]([O:16][CH2:17][C:18]2[CH:23]=[CH:22][CH:21]=[CH:20][CH:19]=2)=[C:10]([CH2:24][OH:25])[N:9]=1.[Na+].[Br-].[OH-:28].[Na+]. (4) Given the product [C:1]1([C:7]2[CH:8]=[N:9][N:10]([CH2:12][CH2:13][C@@:14]([CH3:22])([S:18]([CH3:21])(=[O:20])=[O:19])[C:15]([NH:50][O:49][CH:44]3[CH2:45][CH2:46][CH2:47][CH2:48][O:43]3)=[O:17])[CH:11]=2)[CH2:6][CH2:5][CH2:4][CH2:3][CH:2]=1, predict the reactants needed to synthesize it. The reactants are: [C:1]1([C:7]2[CH:8]=[N:9][N:10]([CH2:12][CH2:13][C@@:14]([CH3:22])([S:18]([CH3:21])(=[O:20])=[O:19])[C:15]([OH:17])=O)[CH:11]=2)[CH2:6][CH2:5][CH2:4][CH2:3][CH:2]=1.CCN(C(C)C)C(C)C.O.ON1C2C=CC=CC=2N=N1.[O:43]1[CH2:48][CH2:47][CH2:46][CH2:45][CH:44]1[O:49][NH2:50].Cl.CN(CCCN=C=NCC)C. (5) Given the product [NH2:17][C:12]1[CH:13]=[CH:14][CH:15]=[CH:16][C:11]=1[S:8]([NH:7][CH:1]1[CH2:6][CH2:5][CH2:4][CH2:3][CH2:2]1)(=[O:10])=[O:9], predict the reactants needed to synthesize it. The reactants are: [CH:1]1([NH:7][S:8]([C:11]2[CH:16]=[CH:15][CH:14]=[CH:13][C:12]=2[N+:17]([O-])=O)(=[O:10])=[O:9])[CH2:6][CH2:5][CH2:4][CH2:3][CH2:2]1. (6) Given the product [Cl:1][C:2]1[N:10]=[C:9]2[C:5]([N:6]=[C:7]([C:32]3([OH:31])[CH2:37][CH2:36][CH2:35][N:34]([C:38]([O:40][C:41]([CH3:43])([CH3:42])[CH3:44])=[O:39])[CH2:33]3)[N:8]2[CH3:11])=[C:4]([N:12]2[CH2:17][CH2:16][O:15][CH2:14][CH2:13]2)[N:3]=1, predict the reactants needed to synthesize it. The reactants are: [Cl:1][C:2]1[N:10]=[C:9]2[C:5]([N:6]=[CH:7][N:8]2[CH3:11])=[C:4]([N:12]2[CH2:17][CH2:16][O:15][CH2:14][CH2:13]2)[N:3]=1.CN(C)CCN(C)C.C([Li])CCC.[O:31]=[C:32]1[CH2:37][CH2:36][CH2:35][N:34]([C:38]([O:40][C:41]([CH3:44])([CH3:43])[CH3:42])=[O:39])[CH2:33]1. (7) Given the product [C:3]1(=[O:2])[NH:13][CH2:12][CH2:11][N:6]2[C:7](=[O:10])[CH2:8][CH:9]=[C:5]12, predict the reactants needed to synthesize it. The reactants are: C[O:2][C:3]([CH:5]1[CH2:9][CH2:8][C:7](=[O:10])[N:6]1[CH2:11][C:12]#[N:13])=O.